Predict the product of the given reaction. From a dataset of Forward reaction prediction with 1.9M reactions from USPTO patents (1976-2016). (1) The product is: [C:6]([O:10][C:11]([NH:12][N:13]=[CH:1][CH:2]([CH3:4])[CH3:3])=[O:14])([CH3:9])([CH3:8])[CH3:7]. Given the reactants [CH:1](=O)[CH:2]([CH3:4])[CH3:3].[C:6]([O:10][C:11](=[O:14])[NH:12][NH2:13])([CH3:9])([CH3:8])[CH3:7], predict the reaction product. (2) Given the reactants [Cl:1][CH2:2][CH2:3][CH2:4][NH:5][CH3:6].C(N(CC)CC)C.[C:14](Cl)(=[O:17])[O:15][CH3:16].O, predict the reaction product. The product is: [CH3:16][O:15][C:14](=[O:17])[N:5]([CH2:4][CH2:3][CH2:2][Cl:1])[CH3:6]. (3) The product is: [OH:13][C:11]1[CH:2]=[CH:3][C:4]([CH:5]=[CH2:6])=[CH:9][CH:10]=1. Given the reactants O[C:2]1[CH:3]=[C:4]2[C:9](=[CH:10][CH:11]=1)OC(=O)[CH:6]=[CH:5]2.[O:13]1C2C(=CC=CC=2)C=CC1=O, predict the reaction product. (4) Given the reactants [Cl:1][C:2]1[CH:3]=[N:4][CH:5]=[C:6]([Cl:38])[C:7]=1[C:8]1[C:12]([CH2:13][O:14][C:15]2[CH:20]=[CH:19][C:18]([C:21]3[CH:22]=[C:23]4[C:28](=[CH:29][CH:30]=3)[N:27]=[C:26]([C:31]([O:33]C)=[O:32])[CH:25]=[CH:24]4)=[CH:17][CH:16]=2)=[C:11]([CH:35]([CH3:37])[CH3:36])[O:10][N:9]=1.CO.[OH-].[Na+].Cl, predict the reaction product. The product is: [Cl:1][C:2]1[CH:3]=[N:4][CH:5]=[C:6]([Cl:38])[C:7]=1[C:8]1[C:12]([CH2:13][O:14][C:15]2[CH:20]=[CH:19][C:18]([C:21]3[CH:22]=[C:23]4[C:28](=[CH:29][CH:30]=3)[N:27]=[C:26]([C:31]([OH:33])=[O:32])[CH:25]=[CH:24]4)=[CH:17][CH:16]=2)=[C:11]([CH:35]([CH3:36])[CH3:37])[O:10][N:9]=1. (5) Given the reactants [CH3:1][C:2]1[C:3]([Se:16][C:17]#[C:18][C:19]2[CH:27]=[CH:26][C:22]([C:23](O)=[O:24])=[CH:21][N:20]=2)=[CH:4][C:5]2[C:6]([CH3:15])([CH3:14])[CH2:7][CH2:8][C:9]([CH3:13])([CH3:12])[C:10]=2[CH:11]=1.ON1C2C=CC=CC=2N=N1.C1(N=C=NC2CCCCC2)CCCCC1.[NH2:53][C:54]1[CH:59]=[CH:58][C:57]([OH:60])=[CH:56][CH:55]=1, predict the reaction product. The product is: [OH:60][C:57]1[CH:58]=[CH:59][C:54]([NH:53][C:23](=[O:24])[C:22]2[CH:26]=[CH:27][C:19]([C:18]#[C:17][Se:16][C:3]3[C:2]([CH3:1])=[CH:11][C:10]4[C:9]([CH3:13])([CH3:12])[CH2:8][CH2:7][C:6]([CH3:15])([CH3:14])[C:5]=4[CH:4]=3)=[N:20][CH:21]=2)=[CH:55][CH:56]=1. (6) Given the reactants CS(O[CH2:6][CH:7]1[CH2:11][CH2:10][C:9](=[O:12])[NH:8]1)(=O)=O.[N-:13]=[N+:14]=[N-:15].[Na+].C([O-])([O-])=O.[K+].[K+], predict the reaction product. The product is: [N:13]([CH2:6][CH:7]1[NH:8][C:9](=[O:12])[CH2:10][CH2:11]1)=[N+:14]=[N-:15]. (7) Given the reactants C([O:4][C:5](=[O:69])[C@@H:6]([NH:61][C:62]([O:64][C:65]([CH3:68])([CH3:67])[CH3:66])=[O:63])[CH2:7][C:8]1[CH:60]=[CH:59][C:11]([O:12][C:13]([NH:15][CH2:16][CH2:17][C@H:18]([NH:51][C:52]([O:54][C:55]([CH3:58])([CH3:57])[CH3:56])=[O:53])[C:19]([NH:21][CH2:22][C:23]([NH:25][C@H:26]([C:48]([NH2:50])=[O:49])[CH2:27][S:28][C:29]([C:42]2[CH:47]=[CH:46][CH:45]=[CH:44][CH:43]=2)([C:36]2[CH:41]=[CH:40][CH:39]=[CH:38][CH:37]=2)[C:30]2[CH:35]=[CH:34][CH:33]=[CH:32][CH:31]=2)=[O:24])=[O:20])=[O:14])=[CH:10][CH:9]=1)C=C.C(N(CC)CC)C.C(O)=O, predict the reaction product. The product is: [C:55]([O:54][C:52]([NH:51][C@@H:18]([CH2:17][CH2:16][NH:15][C:13]([O:12][C:11]1[CH:10]=[CH:9][C:8]([CH2:7][C@H:6]([NH:61][C:62]([O:64][C:65]([CH3:68])([CH3:67])[CH3:66])=[O:63])[C:5]([OH:69])=[O:4])=[CH:60][CH:59]=1)=[O:14])[C:19]([NH:21][CH2:22][C:23]([NH:25][C@H:26]([C:48]([NH2:50])=[O:49])[CH2:27][S:28][C:29]([C:42]1[CH:43]=[CH:44][CH:45]=[CH:46][CH:47]=1)([C:30]1[CH:35]=[CH:34][CH:33]=[CH:32][CH:31]=1)[C:36]1[CH:37]=[CH:38][CH:39]=[CH:40][CH:41]=1)=[O:24])=[O:20])=[O:53])([CH3:58])([CH3:57])[CH3:56].